From a dataset of Reaction yield outcomes from USPTO patents with 853,638 reactions. Predict the reaction yield, written as a fraction of the theoretical maximum amount of product (1.0 means a 100% yield; for example, 0.34 means a 34% yield). (1) The reactants are [Li].[H-].[C:3]([C:5]1([OH:18])[CH2:10][CH2:9][N:8]([C:11]([O:13][C:14]([CH3:17])([CH3:16])[CH3:15])=[O:12])[CH2:7][CH2:6]1)#[N:4]. The catalyst is C1COCC1. The product is [NH2:4][CH2:3][C:5]1([OH:18])[CH2:6][CH2:7][N:8]([C:11]([O:13][C:14]([CH3:16])([CH3:15])[CH3:17])=[O:12])[CH2:9][CH2:10]1. The yield is 0.590. (2) The reactants are [Br:1][C:2]1[CH:16]=[C:15](/[CH:17]=[CH:18]/[CH:19]([C:24]2[CH:29]=[C:28]([Cl:30])[C:27]([Cl:31])=[C:26]([Cl:32])[CH:25]=2)[C:20]([F:23])([F:22])[F:21])[CH:14]=[CH:13][C:3]=1[C:4]([NH:6][CH:7]1[CH2:12][CH2:11][NH:10][CH2:9][CH2:8]1)=[O:5].C(N(CC)CC)C.Cl[CH2:41][CH2:42][OH:43]. The catalyst is C1COCC1.C(OCC)(=O)C. The yield is 0.340. The product is [Br:1][C:2]1[CH:16]=[C:15](/[CH:17]=[CH:18]/[CH:19]([C:24]2[CH:25]=[C:26]([Cl:32])[C:27]([Cl:31])=[C:28]([Cl:30])[CH:29]=2)[C:20]([F:23])([F:21])[F:22])[CH:14]=[CH:13][C:3]=1[C:4]([NH:6][CH:7]1[CH2:12][CH2:11][N:10]([CH2:41][CH2:42][OH:43])[CH2:9][CH2:8]1)=[O:5]. (3) The reactants are [C:1]([O:5][C:6]([N:8]1[CH2:13][CH2:12][N:11]([C:14]2[CH:22]=[CH:21][C:17]([C:18]([OH:20])=O)=[CH:16][C:15]=2[F:23])[CH2:10][CH2:9]1)=[O:7])([CH3:4])([CH3:3])[CH3:2].[CH3:24][CH:25]([NH2:27])[CH3:26].Cl.C(N=C=NCCCN(C)C)C.O.N1(O)C2C=CC=CC=2N=N1.CN1CCOCC1. The catalyst is CN(C=O)C.O. The product is [F:23][C:15]1[CH:16]=[C:17]([C:18](=[O:20])[NH:27][CH:25]([CH3:26])[CH3:24])[CH:21]=[CH:22][C:14]=1[N:11]1[CH2:12][CH2:13][N:8]([C:6]([O:5][C:1]([CH3:4])([CH3:3])[CH3:2])=[O:7])[CH2:9][CH2:10]1. The yield is 0.890. (4) The reactants are Br[C:2]1[S:6][C:5]([C:7]([N:9]([C:11]2[CH:16]=[CH:15][CH:14]=[C:13]([O:17][CH3:18])[CH:12]=2)[CH3:10])=[O:8])=[CH:4][CH:3]=1.[F:19][C:20]1[CH:21]=[C:22](B(O)O)[CH:23]=[CH:24][C:25]=1[F:26]. The catalyst is [Pd].C1(P(C2C=CC=CC=2)C2C=CC=CC=2)C=CC=CC=1.C1(P(C2C=CC=CC=2)C2C=CC=CC=2)C=CC=CC=1.C1(P(C2C=CC=CC=2)C2C=CC=CC=2)C=CC=CC=1.C1(P(C2C=CC=CC=2)C2C=CC=CC=2)C=CC=CC=1. The product is [F:19][C:20]1[CH:21]=[C:22]([C:2]2[S:6][C:5]([C:7]([N:9]([C:11]3[CH:16]=[CH:15][CH:14]=[C:13]([O:17][CH3:18])[CH:12]=3)[CH3:10])=[O:8])=[CH:4][CH:3]=2)[CH:23]=[CH:24][C:25]=1[F:26]. The yield is 0.650.